This data is from Full USPTO retrosynthesis dataset with 1.9M reactions from patents (1976-2016). The task is: Predict the reactants needed to synthesize the given product. (1) The reactants are: [Cl:1][C:2]1[CH:7]=[CH:6][C:5]([C:8]2[CH:13]=[CH:12][CH:11]=[CH:10][C:9]=2[CH:14]([N:16]2[CH2:21][CH2:20][N:19]([C:22]3[CH:32]=[CH:31][C:25]([C:26]([O:28]CC)=[O:27])=[C:24]([O:33][C:34]4[CH:39]=[CH:38][CH:37]=[CH:36][C:35]=4[Cl:40])[CH:23]=3)[CH2:18][CH2:17]2)[CH3:15])=[CH:4][CH:3]=1.[OH-].[Na+].Cl. Given the product [Cl:1][C:2]1[CH:7]=[CH:6][C:5]([C:8]2[CH:13]=[CH:12][CH:11]=[CH:10][C:9]=2[CH:14]([N:16]2[CH2:17][CH2:18][N:19]([C:22]3[CH:32]=[CH:31][C:25]([C:26]([OH:28])=[O:27])=[C:24]([O:33][C:34]4[CH:39]=[CH:38][CH:37]=[CH:36][C:35]=4[Cl:40])[CH:23]=3)[CH2:20][CH2:21]2)[CH3:15])=[CH:4][CH:3]=1, predict the reactants needed to synthesize it. (2) Given the product [CH3:14][O:15][C:16](=[O:26])[CH:17]=[CH:18][C:19]1[CH:24]=[CH:23][C:22]([NH:25][C:11]([C:2]2[CH:3]=[CH:4][C:5]3[C:10](=[CH:9][CH:8]=[CH:7][CH:6]=3)[CH:1]=2)=[O:12])=[CH:21][CH:20]=1, predict the reactants needed to synthesize it. The reactants are: [CH:1]1[C:10]2[C:5](=[CH:6][CH:7]=[CH:8][CH:9]=2)[CH:4]=[CH:3][C:2]=1[C:11](Cl)=[O:12].[CH3:14][O:15][C:16](=[O:26])[CH:17]=[CH:18][C:19]1[CH:24]=[CH:23][C:22]([NH2:25])=[CH:21][CH:20]=1. (3) Given the product [Br:1][C:2]1[CH:3]=[CH:4][C:5]([O:11][CH2:12][C:13]2[CH:18]=[CH:17][CH:16]=[CH:15][CH:14]=2)=[C:6]([CH:10]=1)[C:7]([NH:31][C:32]1[CH:37]=[CH:36][CH:35]=[C:34]([CH3:38])[CH:33]=1)=[O:9], predict the reactants needed to synthesize it. The reactants are: [Br:1][C:2]1[CH:3]=[CH:4][C:5]([O:11][CH2:12][C:13]2[CH:18]=[CH:17][CH:16]=[CH:15][CH:14]=2)=[C:6]([CH:10]=1)[C:7]([OH:9])=O.C1N=CN(C(N2C=NC=C2)=O)C=1.[NH2:31][C:32]1[CH:37]=[CH:36][CH:35]=[C:34]([CH3:38])[CH:33]=1. (4) Given the product [CH2:16]([O:15][C:13](=[O:14])[CH2:12][O:1][CH2:2][CH2:3][CH2:4][C:5]([O:7][CH2:8][CH3:9])=[O:6])[CH3:17], predict the reactants needed to synthesize it. The reactants are: [OH:1][CH2:2][CH2:3][CH2:4][C:5]([O:7][CH2:8][CH3:9])=[O:6].[N+](=[CH:12][C:13]([O:15][CH2:16][CH3:17])=[O:14])=[N-].B(F)(F)F.CCOCC. (5) The reactants are: [CH2:1]([O:4][C:5](=[O:14])[C:6]1[CH:11]=[C:10]([OH:12])[CH:9]=[C:8]([OH:13])[CH:7]=1)[CH:2]=[CH2:3].O[C:16]1C=C(C=C(O)C=1C)C(O)=O. Given the product [CH2:1]([O:4][C:5](=[O:14])[C:6]1[CH:11]=[C:10]([OH:12])[C:9]([CH3:16])=[C:8]([OH:13])[CH:7]=1)[CH:2]=[CH2:3], predict the reactants needed to synthesize it. (6) Given the product [CH3:9][N:10]1[CH2:11][CH2:12][N:13]([CH3:14])[CH:1]1[C:3]1[S:4][CH:5]=[CH:6][C:7]=1[CH3:8], predict the reactants needed to synthesize it. The reactants are: [CH:1]([C:3]1[S:4][CH:5]=[CH:6][C:7]=1[CH3:8])=O.[CH3:9][NH:10][CH2:11][CH2:12][NH:13][CH3:14]. (7) Given the product [C:7]([C:11]1[CH:16]=[CH:15][CH:14]=[CH:13][C:12]=1[O:17][CH2:3][O:4][CH3:5])([CH3:10])([CH3:8])[CH3:9], predict the reactants needed to synthesize it. The reactants are: [H-].[Na+].[CH3:3][O:4][CH2:5]Cl.[C:7]([C:11]1[CH:16]=[CH:15][CH:14]=[CH:13][C:12]=1[OH:17])([CH3:10])([CH3:9])[CH3:8].